Task: Predict the reactants needed to synthesize the given product.. Dataset: Full USPTO retrosynthesis dataset with 1.9M reactions from patents (1976-2016) (1) Given the product [N:21]1[NH:25][N:26]=[N:27][C:20]=1[C:15]1[C:14]2[C:18](=[CH:19][C:11]([C:9]([N:7]3[CH2:8][C:2]4([CH3:1])[CH2:22][CH:6]3[CH2:5][C:4]([CH3:24])([CH3:23])[CH2:3]4)=[O:10])=[CH:12][CH:13]=2)[NH:17][CH:16]=1, predict the reactants needed to synthesize it. The reactants are: [CH3:1][C:2]12[CH2:22][CH:6]([N:7]([C:9]([C:11]3[CH:19]=[C:18]4[C:14]([C:15]([C:20]#[N:21])=[CH:16][NH:17]4)=[CH:13][CH:12]=3)=[O:10])[CH2:8]1)[CH2:5][C:4]([CH3:24])([CH3:23])[CH2:3]2.[N-:25]=[N+:26]=[N-:27].[Na+].[OH-].[Na+]. (2) Given the product [CH3:1][O:2][C:3](=[O:18])[C:4]1[CH:9]=[C:8]([NH2:10])[C:7]([NH2:13])=[C:6]([Cl:14])[C:5]=1[NH2:15], predict the reactants needed to synthesize it. The reactants are: [CH3:1][O:2][C:3](=[O:18])[C:4]1[CH:9]=[C:8]([N+:10]([O-])=O)[C:7]([NH2:13])=[C:6]([Cl:14])[C:5]=1[N:15]=[N+]=[N-].CCO.CO.[NH4+].[Cl-].C1COCC1. (3) Given the product [Cl:27][C:28]1[CH:33]=[C:32]([C:34]([F:36])([F:35])[F:37])[CH:31]=[CH:30][C:29]=1[S:38]([NH:1][C:2]1[CH:7]=[CH:6][C:5]([S:26][C:23]2[CH:22]=[CH:21][C:20]([S:17]([N:11]3[CH2:12][CH2:13][O:14][CH2:15][CH2:16]3)(=[O:19])=[O:18])=[CH:25][CH:24]=2)=[C:4]([CH2:9][CH3:10])[N:3]=1)(=[O:40])=[O:39], predict the reactants needed to synthesize it. The reactants are: [NH2:1][C:2]1[CH:7]=[CH:6][C:5](Br)=[C:4]([CH2:9][CH3:10])[N:3]=1.[N:11]1([S:17]([C:20]2[CH:25]=[CH:24][C:23]([SH:26])=[CH:22][CH:21]=2)(=[O:19])=[O:18])[CH2:16][CH2:15][O:14][CH2:13][CH2:12]1.[Cl:27][C:28]1[CH:33]=[C:32]([C:34]([F:37])([F:36])[F:35])[CH:31]=[CH:30][C:29]=1[S:38](Cl)(=[O:40])=[O:39]. (4) Given the product [Cl-:13].[Cl:13][C:14]1[CH:21]=[CH:20][C:17]([CH2:18][N+:7]2[CH:8]=[CH:9][CH:10]=[C:5]([C:4](=[O:11])[NH2:12])[CH:6]=2)=[CH:16][CH:15]=1, predict the reactants needed to synthesize it. The reactants are: C(O)C.[C:4]([NH2:12])(=[O:11])[C:5]1[CH:10]=[CH:9][CH:8]=[N:7][CH:6]=1.[Cl:13][C:14]1[CH:21]=[CH:20][C:17]([CH2:18]Cl)=[CH:16][CH:15]=1. (5) Given the product [C:14]([C:11]1[CH:12]=[CH:13][C:8]([N:23]([CH3:24])[CH2:22][CH2:21][CH2:20][N:19]([CH3:25])[CH3:18])=[CH:9][CH:10]=1)([CH3:17])([CH3:16])[CH3:15], predict the reactants needed to synthesize it. The reactants are: CC([O-])(C)C.[Na+].Br[C:8]1[CH:13]=[CH:12][C:11]([C:14]([CH3:17])([CH3:16])[CH3:15])=[CH:10][CH:9]=1.[CH3:18][N:19]([CH3:25])[CH2:20][CH2:21][CH2:22][NH:23][CH3:24]. (6) Given the product [C:1]([CH:3]=[C:4]1[CH2:5][N:6]([C@H:8]2[CH2:28][CH2:27][N:26]([C:31]([O:33][C:34]([CH3:36])([CH3:35])[CH3:37])=[O:32])[CH2:25][C@H:24]2[O:23][CH3:22])[CH2:7]1)#[N:2], predict the reactants needed to synthesize it. The reactants are: [C:1]([CH:3]=[C:4]1[CH2:7][N:6]([C:8](OC(C)(C)C)=O)[CH2:5]1)#[N:2].Cl.O1CCOCC1.[CH3:22][O:23][CH:24]1C(=O)[CH2:28][CH2:27][N:26]([C:31]([O:33][C:34]([CH3:37])([CH3:36])[CH3:35])=[O:32])[CH2:25]1.C(N(CC)CC)C.C(O[BH-](OC(=O)C)OC(=O)C)(=O)C.[Na+]. (7) Given the product [O:13]=[C:14]1[NH:18][C:17](=[O:19])[O:16][N:15]1[CH2:20][C:21]1[CH:43]=[CH:42][C:24]([O:25][CH2:26][C:27]2[CH:28]=[C:29]([C:33]3[CH:38]=[CH:37][C:36]([C:39]([NH:49][CH2:48][CH2:47][O:46][CH2:44][CH3:45])=[O:41])=[CH:35][CH:34]=3)[CH:30]=[CH:31][CH:32]=2)=[CH:23][CH:22]=1, predict the reactants needed to synthesize it. The reactants are: CCN=C=NCCCN(C)C.Cl.[O:13]=[C:14]1[NH:18][C:17](=[O:19])[O:16][N:15]1[CH2:20][C:21]1[CH:43]=[CH:42][C:24]([O:25][CH2:26][C:27]2[CH:28]=[C:29]([C:33]3[CH:38]=[CH:37][C:36]([C:39]([OH:41])=O)=[CH:35][CH:34]=3)[CH:30]=[CH:31][CH:32]=2)=[CH:23][CH:22]=1.[CH2:44]([O:46][CH2:47][CH2:48][NH2:49])[CH3:45].C1C=CC2N(O)N=NC=2C=1.